Task: Predict the reaction yield, written as a fraction of the theoretical maximum amount of product (1.0 means a 100% yield; for example, 0.34 means a 34% yield).. Dataset: Reaction yield outcomes from USPTO patents with 853,638 reactions (1) The reactants are [F:1][C:2]1[CH:3]=[C:4]([OH:11])[CH:5]=[CH:6][C:7]=1[N+:8]([O-])=O. The catalyst is C(OCC)(=O)C. The product is [NH2:8][C:7]1[CH:6]=[CH:5][C:4]([OH:11])=[CH:3][C:2]=1[F:1]. The yield is 0.970. (2) The reactants are CN(C=O)C.Cl[CH2:7][CH2:8][CH2:9][O:10][C:11]1[CH:12]=[C:13]2[C:18](=[CH:19][C:20]=1[O:21][CH3:22])[N:17]=[CH:16][N:15]=[C:14]2[Cl:23].[NH:24]1[CH2:29][CH2:28][O:27][CH2:26][CH2:25]1.C(Cl)Cl. The catalyst is O. The product is [O:27]1[CH2:28][CH2:29][N:24]([CH2:7][CH2:8][CH2:9][O:10][C:11]2[CH:12]=[C:13]3[C:18](=[CH:19][C:20]=2[O:21][CH3:22])[N:17]=[CH:16][N:15]=[C:14]3[Cl:23])[CH2:25][CH2:26]1. The yield is 0.850. (3) The reactants are [CH3:1][C:2]1[CH:15]=[CH:14][C:5]([C:6]([C:8]2[CH:13]=[CH:12][CH:11]=[CH:10][CH:9]=2)=[O:7])=[CH:4][CH:3]=1.[Br:16]Br. The catalyst is C1C=CC=CC=1. The product is [Br:16][CH2:1][C:2]1[CH:15]=[CH:14][C:5]([C:6]([C:8]2[CH:13]=[CH:12][CH:11]=[CH:10][CH:9]=2)=[O:7])=[CH:4][CH:3]=1. The yield is 0.690. (4) The reactants are FC(F)(F)C(O)=O.[BH4-].[Na+].[N+:10]([C:13]1[CH:30]=[CH:29][C:16]([C:17]([C:19]2[CH:20]=[C:21]3[C:25](=[CH:26][CH:27]=2)[NH:24][C:23](=[O:28])[CH2:22]3)=O)=[CH:15][CH:14]=1)([O-:12])=[O:11]. No catalyst specified. The product is [N+:10]([C:13]1[CH:14]=[CH:15][C:16]([CH2:17][C:19]2[CH:20]=[C:21]3[C:25](=[CH:26][CH:27]=2)[NH:24][C:23](=[O:28])[CH2:22]3)=[CH:29][CH:30]=1)([O-:12])=[O:11]. The yield is 0.610. (5) The reactants are [C:1]([O:5][C:6](=[O:14])[NH:7][C:8]1([C:11](=O)[NH2:12])[CH2:10][CH2:9]1)([CH3:4])([CH3:3])[CH3:2].N1C(Cl)=NC(Cl)=NC=1Cl. The catalyst is CN(C=O)C.O. The product is [C:1]([O:5][C:6](=[O:14])[NH:7][C:8]1([C:11]#[N:12])[CH2:10][CH2:9]1)([CH3:4])([CH3:2])[CH3:3]. The yield is 0.539. (6) The reactants are [N:1]([O-])=O.[Na+].[CH2:5]([O:12][C:13]1[CH:19]=[CH:18][C:16]([NH2:17])=[C:15]([F:20])[CH:14]=1)[C:6]1[CH:11]=[CH:10][CH:9]=[CH:8][CH:7]=1.Cl.[CH3:22][O:23][CH2:24][C:25](=[O:31])[CH2:26][C:27]([O:29][CH3:30])=[O:28].CC([O-])=O.[Na+]. The catalyst is O.CO. The product is [CH2:5]([O:12][C:13]1[CH:19]=[CH:18][C:16]([NH:17][N:1]=[C:26]([C:25](=[O:31])[CH2:24][O:23][CH3:22])[C:27]([O:29][CH3:30])=[O:28])=[C:15]([F:20])[CH:14]=1)[C:6]1[CH:7]=[CH:8][CH:9]=[CH:10][CH:11]=1. The yield is 0.910. (7) The reactants are [CH2:1]([O:8][C:9]1[C:17]([CH:18]([OH:22])[CH2:19][CH2:20][CH3:21])=[CH:16][CH:15]=[C:14]2[C:10]=1[CH:11]=[CH:12][N:13]2[CH3:23])[C:2]1[CH:7]=[CH:6][CH:5]=[CH:4][CH:3]=1.C[N+]1([O-])CCOCC1. The catalyst is C(Cl)Cl.CCC[N+](CCC)(CCC)CCC.[O-][Ru](=O)(=O)=O. The product is [CH2:1]([O:8][C:9]1[C:17]([C:18](=[O:22])[CH2:19][CH2:20][CH3:21])=[CH:16][CH:15]=[C:14]2[C:10]=1[CH:11]=[CH:12][N:13]2[CH3:23])[C:2]1[CH:3]=[CH:4][CH:5]=[CH:6][CH:7]=1. The yield is 0.920.